Dataset: Forward reaction prediction with 1.9M reactions from USPTO patents (1976-2016). Task: Predict the product of the given reaction. (1) Given the reactants C(O)(=O)C.[CH:5](=O)[C:6]1[CH:11]=[CH:10][C:9]([O:12][CH3:13])=[CH:8][CH:7]=1.[CH2:15]([CH2:17][NH2:18])[OH:16].C(O[BH-](OC(=O)C)OC(=O)C)(=O)C.[Na+], predict the reaction product. The product is: [CH3:13][O:12][C:9]1[CH:10]=[CH:11][C:6]([CH2:5][NH:18][CH2:17][CH2:15][OH:16])=[CH:7][CH:8]=1. (2) Given the reactants [F:1][C:2]([F:18])([F:17])[S:3]([CH:6]([S:10]([C:13]([F:16])([F:15])[F:14])(=[O:12])=[O:11])[CH2:7][CH:8]=[CH2:9])(=[O:5])=[O:4].[Cl:19][CH:20]([SiH3:22])[Cl:21], predict the reaction product. The product is: [F:14][C:13]([F:15])([F:16])[S:10]([CH:6]([S:3]([C:2]([F:17])([F:1])[F:18])(=[O:4])=[O:5])[CH2:7][CH2:8][CH2:9][SiH2:22][CH:20]([Cl:21])[Cl:19])(=[O:12])=[O:11]. (3) Given the reactants [F:1][C:2]1[CH:3]=[C:4]([C@:13]2([NH:23][C:24](=[O:37])[C:25]3[CH:36]=[CH:35][C:28]([C:29](N(OC)C)=[O:30])=[CH:27][CH:26]=3)[C:18]3=[N:19][CH:20]=[CH:21][CH:22]=[C:17]3[O:16][CH2:15][CH2:14]2)[CH:5]=[CH:6][C:7]=1[O:8][C:9]([F:12])([F:11])[F:10].[CH3:38][Mg]Br, predict the reaction product. The product is: [C:29]([C:28]1[CH:35]=[CH:36][C:25]([C:24]([NH:23][C@@:13]2([C:4]3[CH:5]=[CH:6][C:7]([O:8][C:9]([F:10])([F:12])[F:11])=[C:2]([F:1])[CH:3]=3)[C:18]3=[N:19][CH:20]=[CH:21][CH:22]=[C:17]3[O:16][CH2:15][CH2:14]2)=[O:37])=[CH:26][CH:27]=1)(=[O:30])[CH3:38]. (4) Given the reactants [C:1]([C:5]1[N:10]=[CH:9][C:8]([C:11]2[N:12]([C:32]([N:34]3[CH2:39][CH2:38][CH:37]([CH2:40][C:41](O)=[O:42])[CH2:36][CH2:35]3)=[O:33])[C@@:13]([C:25]3[CH:30]=[CH:29][C:28]([Cl:31])=[CH:27][CH:26]=3)([CH3:24])[C@@:14]([C:17]3[CH:22]=[CH:21][C:20]([Cl:23])=[CH:19][CH:18]=3)([CH3:16])[N:15]=2)=[C:7]([O:44][CH2:45][CH3:46])[CH:6]=1)([CH3:4])([CH3:3])[CH3:2].[F:47][C:48]1[CH:49]=[C:50]([CH:53]=[C:54]([CH3:56])[CH:55]=1)[CH2:51][NH2:52], predict the reaction product. The product is: [C:1]([C:5]1[N:10]=[CH:9][C:8]([C:11]2[N:12]([C:32]([N:34]3[CH2:39][CH2:38][CH:37]([CH2:40][C:41]([NH:52][CH2:51][C:50]4[CH:53]=[C:54]([CH3:56])[CH:55]=[C:48]([F:47])[CH:49]=4)=[O:42])[CH2:36][CH2:35]3)=[O:33])[C@@:13]([C:25]3[CH:30]=[CH:29][C:28]([Cl:31])=[CH:27][CH:26]=3)([CH3:24])[C@@:14]([C:17]3[CH:18]=[CH:19][C:20]([Cl:23])=[CH:21][CH:22]=3)([CH3:16])[N:15]=2)=[C:7]([O:44][CH2:45][CH3:46])[CH:6]=1)([CH3:2])([CH3:3])[CH3:4]. (5) Given the reactants [CH:1]1[C:13]2[CH:12]([CH2:14][C:15](O)=[O:16])[C:11]3[C:6](=[CH:7][CH:8]=[CH:9][CH:10]=3)[C:5]=2[CH:4]=[CH:3][CH:2]=1.Cl.[CH3:19][NH:20][O:21][CH3:22], predict the reaction product. The product is: [CH:5]1[C:13]2[CH:12]([CH2:14][C:15]([N:20]([O:21][CH3:22])[CH3:19])=[O:16])[C:11]3[C:10](=[CH:9][CH:8]=[CH:7][CH:6]=3)[C:1]=2[CH:2]=[CH:3][CH:4]=1.